From a dataset of Catalyst prediction with 721,799 reactions and 888 catalyst types from USPTO. Predict which catalyst facilitates the given reaction. (1) Reactant: Cl.[OH:2][C@@H:3]1[CH2:8][CH2:7][CH2:6][NH:5][CH2:4]1.[F:9][C:10]1[CH:18]=[CH:17][C:13]([C:14](O)=[O:15])=[CH:12][CH:11]=1.CCN=C=NCCCN(C)C.Cl.C1C=CC2N(O)N=NC=2C=1.C(N(CC)CC)C. Product: [F:9][C:10]1[CH:18]=[CH:17][C:13]([C:14]([N:5]2[CH2:6][CH2:7][CH2:8][C@@H:3]([OH:2])[CH2:4]2)=[O:15])=[CH:12][CH:11]=1. The catalyst class is: 4. (2) Reactant: C[O:2][C:3]([C@@H:5]1[CH2:21][C@:8]2([O:12][C:11](=[O:13])[N:10]([C:14]3[CH:19]=[CH:18][CH:17]=[C:16]([Cl:20])[CH:15]=3)[CH2:9]2)[CH2:7][N:6]1[C:22](=[O:37])[C@@H:23]([NH:28][C:29]([O:31][CH:32]1[CH2:36][CH2:35][CH2:34][CH2:33]1)=[O:30])[C:24]([CH3:27])([CH3:26])[CH3:25])=[O:4].[Li+].[OH-].CO. Product: [Cl:20][C:16]1[CH:15]=[C:14]([N:10]2[CH2:9][C@@:8]3([CH2:21][C@@H:5]([C:3]([OH:4])=[O:2])[N:6]([C:22](=[O:37])[C@@H:23]([NH:28][C:29]([O:31][CH:32]4[CH2:36][CH2:35][CH2:34][CH2:33]4)=[O:30])[C:24]([CH3:27])([CH3:26])[CH3:25])[CH2:7]3)[O:12][C:11]2=[O:13])[CH:19]=[CH:18][CH:17]=1. The catalyst class is: 1. (3) Reactant: [I-].[CH3:2][S+](C)(C)=O.[H-].[Na+].[O:9]=[C:10]([N:25]1[CH2:30][CH2:29][C:28](=[O:31])[CH2:27][CH2:26]1)[CH2:11][N:12]1[CH2:17][CH2:16][N:15]([C:18]([O:20][C:21]([CH3:24])([CH3:23])[CH3:22])=[O:19])[CH2:14][CH2:13]1.O. Product: [O:31]1[C:28]2([CH2:27][CH2:26][N:25]([C:10](=[O:9])[CH2:11][N:12]3[CH2:13][CH2:14][N:15]([C:18]([O:20][C:21]([CH3:23])([CH3:24])[CH3:22])=[O:19])[CH2:16][CH2:17]3)[CH2:30][CH2:29]2)[CH2:2]1. The catalyst class is: 16. (4) Reactant: C[Si](C)(C)CCOCN(COCC[Si](C)(C)C)[C:8]1[N:13]2[N:14]=[CH:15][C:16]([C:17]3[CH:18]=[N:19][C:20]4[C:25]([CH:26]=3)=[CH:24][C:23]([F:27])=[CH:22][CH:21]=4)=[C:12]2[N:11]=[C:10]([N:28]([CH2:36][CH:37]2[CH2:42][CH2:41][NH:40][CH2:39][CH2:38]2)C(=O)OC(C)(C)C)[CH:9]=1.[CH3:53][N:54]=[C:55]=[O:56].[CH2:57]([N:59](CC)CC)C.[Cl-].[NH4+:65]. Product: [NH2:65][C:8]1[N:13]2[N:14]=[CH:15][C:16]([C:17]3[CH:18]=[N:19][C:20]4[C:25]([CH:26]=3)=[CH:24][C:23]([F:27])=[CH:22][CH:21]=4)=[C:12]2[N:11]=[C:10]([NH:28][CH2:36][CH:37]2[CH2:42][CH2:41][N:40]([C:55]([NH:54][CH3:53])=[O:56])[CH2:39][CH2:38]2)[C:9]=1[C:57]#[N:59]. The catalyst class is: 4. (5) Reactant: [CH3:1][O:2][C:3]1[CH:13]=[N:12][C:11]2[S:10][CH2:9][CH2:8][NH:7][CH2:6][C:5]=2[CH:4]=1.[CH:14]([C:16]1[CH:25]=[CH:24][C:19]([C:20]([O:22][CH3:23])=[O:21])=[C:18]([O:26][CH3:27])[CH:17]=1)=O.C(O[BH-](OC(=O)C)OC(=O)C)(=O)C.[Na+]. Product: [CH3:27][O:26][C:18]1[CH:17]=[C:16]([CH2:14][N:7]2[CH2:6][C:5]3[CH:4]=[C:3]([O:2][CH3:1])[CH:13]=[N:12][C:11]=3[S:10][CH2:9][CH2:8]2)[CH:25]=[CH:24][C:19]=1[C:20]([O:22][CH3:23])=[O:21]. The catalyst class is: 26. (6) Reactant: [Cl:1][C:2]1[CH:7]=[C:6]([N+]([O-])=O)[CH:5]=[C:4]([Cl:11])[N:3]=1.C(=O)([O-])[O-].[K+].[K+].[CH2:18]([OH:25])[C:19]1[CH:24]=[CH:23][CH:22]=[CH:21][CH:20]=1. Product: [CH2:18]([O:25][C:6]1[CH:7]=[C:2]([Cl:1])[N:3]=[C:4]([Cl:11])[CH:5]=1)[C:19]1[CH:24]=[CH:23][CH:22]=[CH:21][CH:20]=1. The catalyst class is: 37. (7) Reactant: [NH:1]1[CH2:4][CH:3]([C:5]([N:7]2[CH2:13][CH2:12][CH2:11][N:10]([CH:14]3[CH2:17][CH2:16][CH2:15]3)[CH2:9][CH2:8]2)=[O:6])[CH2:2]1.[CH2:18]1[CH2:23][CH2:22][CH:21]([CH2:24][N:25]=[C:26]=[O:27])[CH2:20][CH2:19]1. Product: [NH3:1].[CH:14]1([N:10]2[CH2:11][CH2:12][CH2:13][N:7]([C:5]([CH:3]3[CH2:2][N:1]([C:26]([NH:25][CH2:24][CH:21]4[CH2:22][CH2:23][CH2:18][CH2:19][CH2:20]4)=[O:27])[CH2:4]3)=[O:6])[CH2:8][CH2:9]2)[CH2:17][CH2:16][CH2:15]1. The catalyst class is: 61. (8) Reactant: [C:1]([O:5][C:6](=[O:19])[C:7]([S:10][C:11]1[S:12][CH:13]=[C:14]([CH2:16][CH2:17][OH:18])[N:15]=1)([CH3:9])[CH3:8])([CH3:4])([CH3:3])[CH3:2].[Br:20][C:21]1[CH:22]=[N:23][C:24](Cl)=[N:25][CH:26]=1.CC(C)([O-])C.[K+].O. Product: [C:1]([O:5][C:6](=[O:19])[C:7]([S:10][C:11]1[S:12][CH:13]=[C:14]([CH2:16][CH2:17][O:18][C:24]2[N:25]=[CH:26][C:21]([Br:20])=[CH:22][N:23]=2)[N:15]=1)([CH3:9])[CH3:8])([CH3:2])([CH3:4])[CH3:3]. The catalyst class is: 9. (9) Reactant: [Cl:1][C:2]1[CH:7]=[CH:6][CH:5]=[CH:4][C:3]=1[C:8]1[N:9]([C:18]2[CH:23]=[CH:22][C:21]([Cl:24])=[CH:20][CH:19]=2)[CH:10]=[C:11]([C:13](OCC)=[O:14])[N:12]=1.CC(C[AlH]CC(C)C)C. Product: [Cl:1][C:2]1[CH:7]=[CH:6][CH:5]=[CH:4][C:3]=1[C:8]1[N:9]([C:18]2[CH:19]=[CH:20][C:21]([Cl:24])=[CH:22][CH:23]=2)[CH:10]=[C:11]([CH:13]=[O:14])[N:12]=1. The catalyst class is: 11. (10) Reactant: C1(C)C=CC(S(OC[CH:12]2[CH2:17][CH2:16][CH:15]([CH:18]3[CH2:27][CH2:26][CH:25]4[CH:20]([CH2:21][CH2:22][CH:23]([CH2:28][CH2:29][CH3:30])[CH2:24]4)[CH2:19]3)[CH2:14][CH2:13]2)(=O)=O)=CC=1.[CH2:32]([O:34][C:35]1[CH:40]=[CH:39][C:38](O)=[C:37]([F:42])[C:36]=1[F:43])[CH3:33].[C:44](=[O:47])([O-])[O-].[K+].[K+]. Product: [CH2:32]([O:34][C:35]1[CH:40]=[CH:39][C:38]([O:47][CH2:44][CH:12]2[CH2:13][CH2:14][CH:15]([CH:18]3[CH2:27][CH2:26][CH:25]4[CH:20]([CH2:21][CH2:22][CH:23]([CH2:28][CH2:29][CH3:30])[CH2:24]4)[CH2:19]3)[CH2:16][CH2:17]2)=[C:37]([F:42])[C:36]=1[F:43])[CH3:33]. The catalyst class is: 3.